This data is from Forward reaction prediction with 1.9M reactions from USPTO patents (1976-2016). The task is: Predict the product of the given reaction. The product is: [F:25][C:26]1[C:34]([F:35])=[C:33]([O:36][CH2:37][C:38]2[CH:47]=[CH:46][C:45]3[C:40](=[CH:41][CH:42]=[CH:43][CH:44]=3)[N:39]=2)[CH:32]=[CH:31][C:27]=1[C:28]([N:3]([O:2][CH3:1])[CH3:4])=[O:30]. Given the reactants [CH3:1][O:2][N:3](C)[C:4](=O)C1C=CC(OCC2C=CC3C(=CC=CC=3)N=2)=CC=1.[F:25][C:26]1[C:34]([F:35])=[C:33]([O:36][CH2:37][C:38]2[CH:47]=[CH:46][C:45]3[C:40](=[CH:41][CH:42]=[CH:43][CH:44]=3)[N:39]=2)[CH:32]=[CH:31][C:27]=1[C:28]([OH:30])=O, predict the reaction product.